The task is: Predict the product of the given reaction.. This data is from Forward reaction prediction with 1.9M reactions from USPTO patents (1976-2016). (1) Given the reactants [NH:1]1[C:9]2[C:4](=[C:5]([C:10]3[CH:11]=[C:12]([CH2:16][CH2:17][N:18]([CH3:20])[CH3:19])[CH:13]=[CH:14][CH:15]=3)[CH:6]=[CH:7][CH:8]=2)[CH:3]=[CH:2]1.C([OH:23])C.C(O)(=O)C.[Br-].[Br-].[Br-].[NH+]1C=CC=CC=1.[NH+]1C=CC=CC=1.[NH+]1C=CC=CC=1, predict the reaction product. The product is: [CH3:20][N:18]([CH3:19])[CH2:17][CH2:16][C:12]1[CH:11]=[C:10]([C:5]2[CH:6]=[CH:7][CH:8]=[C:9]3[C:4]=2[CH2:3][C:2](=[O:23])[NH:1]3)[CH:15]=[CH:14][CH:13]=1. (2) Given the reactants [CH:1]1([N:7]2[CH2:13][C:12]([F:15])([F:14])[C:11](=[O:16])[N:10]([CH3:17])[C:9]3[CH:18]=[N:19][C:20]([NH:22][C:23]4[CH:31]=[CH:30][C:26]([C:27](O)=[O:28])=[CH:25][C:24]=4[O:32][CH3:33])=[N:21][C:8]2=3)[CH2:6][CH2:5][CH2:4][CH2:3][CH2:2]1.CN(C(ON1N=NC2C=CC=NC1=2)=[N+](C)C)C.F[P-](F)(F)(F)(F)F.[F:58][C:59]([F:69])([F:68])[CH2:60][N:61]1[CH2:66][CH2:65][CH:64]([NH2:67])[CH2:63][CH2:62]1, predict the reaction product. The product is: [CH:1]1([N:7]2[CH2:13][C:12]([F:15])([F:14])[C:11](=[O:16])[N:10]([CH3:17])[C:9]3[CH:18]=[N:19][C:20]([NH:22][C:23]4[CH:31]=[CH:30][C:26]([C:27]([NH:67][CH:64]5[CH2:65][CH2:66][N:61]([CH2:60][C:59]([F:69])([F:58])[F:68])[CH2:62][CH2:63]5)=[O:28])=[CH:25][C:24]=4[O:32][CH3:33])=[N:21][C:8]2=3)[CH2:2][CH2:3][CH2:4][CH2:5][CH2:6]1. (3) Given the reactants F[C:2]1[CH:12]=[CH:11][C:5]([C:6]([O:8]CC)=[O:7])=[CH:4][C:3]=1[N+:13]([O-:15])=[O:14].Cl.[F:17][C:18]1([F:24])[CH2:23][CH2:22][CH2:21][NH:20][CH2:19]1.C(N(CC)CC)C.[OH-].[Li+], predict the reaction product. The product is: [F:17][C:18]1([F:24])[CH2:23][CH2:22][CH2:21][N:20]([C:2]2[CH:12]=[CH:11][C:5]([C:6]([OH:8])=[O:7])=[CH:4][C:3]=2[N+:13]([O-:15])=[O:14])[CH2:19]1. (4) Given the reactants Cl.[F:2][C:3]1[CH:8]=[CH:7][C:6]([C:9]2[C:17]3[C:12](=[CH:13][CH:14]=[C:15]([NH:18][C:19]([C:21]4([NH:47]C=O)[CH2:25][CH2:24][N:23]([CH2:26][C:27](=[O:46])[N:28]5[CH2:33][CH2:32][N:31]([C:34]6[CH:39]=[CH:38][C:37]([C:40]7[N:45]=[CH:44][CH:43]=[CH:42][N:41]=7)=[CH:36][CH:35]=6)[CH2:30][CH2:29]5)[CH2:22]4)=[O:20])[CH:16]=3)[NH:11][N:10]=2)=[CH:5][CH:4]=1.[OH-].[Na+], predict the reaction product. The product is: [F:2][C:3]1[CH:8]=[CH:7][C:6]([C:9]2[C:17]3[C:12](=[CH:13][CH:14]=[C:15]([NH:18][C:19]([C:21]4([NH2:47])[CH2:25][CH2:24][N:23]([CH2:26][C:27](=[O:46])[N:28]5[CH2:29][CH2:30][N:31]([C:34]6[CH:39]=[CH:38][C:37]([C:40]7[N:41]=[CH:42][CH:43]=[CH:44][N:45]=7)=[CH:36][CH:35]=6)[CH2:32][CH2:33]5)[CH2:22]4)=[O:20])[CH:16]=3)[NH:11][N:10]=2)=[CH:5][CH:4]=1. (5) Given the reactants [CH3:1][O:2][C:3]([O:6][CH3:7])([CH3:5])[CH3:4].CC1C=CC(S([O-])(=O)=O)=CC=1.C1C=C[NH+]=CC=1.[I:25][C:26]1[CH:37]=[CH:36][C:29]([O:30][CH2:31][C@@H](O)CO)=[CH:28][CH:27]=1, predict the reaction product. The product is: [I:25][C:26]1[CH:37]=[CH:36][C:29]([O:30][CH2:31][C@@H:1]2[CH2:7][O:6][C:3]([CH3:5])([CH3:4])[O:2]2)=[CH:28][CH:27]=1. (6) The product is: [F:1][C:2]([F:19])([F:18])[C:3]1[CH:8]=[CH:7][C:6]([C:9]2[CH:10]=[C:11]([C:12]([F:15])([F:14])[F:13])[N:22]3[CH:23]=[N:24][C:25]([C:26]#[N:27])=[C:21]3[N:20]=2)=[CH:5][CH:4]=1. Given the reactants [F:1][C:2]([F:19])([F:18])[C:3]1[CH:8]=[CH:7][C:6]([C:9](=O)[CH2:10][C:11](=O)[C:12]([F:15])([F:14])[F:13])=[CH:5][CH:4]=1.[NH2:20][C:21]1[N:22]=[CH:23][NH:24][C:25]=1[C:26]#[N:27], predict the reaction product. (7) Given the reactants [Cl:1][C:2]1[CH:12]=[CH:11][C:10]([CH2:13][NH:14][C:15](=[O:20])[C:16]([F:19])([F:18])[F:17])=[CH:9][C:3]=1[C:4]([N:6]=[C:7]=[O:8])=O.[Cl:21][C:22]1[CH:23]=[C:24]([NH:29][NH:30]C(OC(C)(C)C)=O)[CH:25]=[CH:26][C:27]=1[CH3:28].FC(F)(F)C(O)=O, predict the reaction product. The product is: [Cl:1][C:2]1[CH:12]=[CH:11][C:10]([CH2:13][NH:14][C:15](=[O:20])[C:16]([F:19])([F:18])[F:17])=[CH:9][C:3]=1[C:4]1[NH:6][C:7](=[O:8])[N:29]([C:24]2[CH:25]=[CH:26][C:27]([CH3:28])=[C:22]([Cl:21])[CH:23]=2)[N:30]=1. (8) The product is: [CH:22]1([CH2:28][N:1]2[CH2:6][CH2:5][CH:4]([NH:7][C:8]3[CH:13]=[CH:12][C:11]([CH3:14])=[CH:10][N:9]=3)[CH2:3][CH2:2]2)[CH2:27][CH2:26][CH2:25][CH2:24][CH2:23]1. Given the reactants [NH:1]1[CH2:6][CH2:5][CH:4]([NH:7][C:8]2[CH:13]=[CH:12][C:11]([CH3:14])=[CH:10][N:9]=2)[CH2:3][CH2:2]1.C(NC(C)C)(C)C.[CH:22]1([CH2:28]Br)[CH2:27][CH2:26][CH2:25][CH2:24][CH2:23]1.C(OCC)(=O)C, predict the reaction product. (9) Given the reactants [H-].[Al+3].[Li+].[H-].[H-].[H-].C[O:8][C:9]([C@@H:11]1[CH2:15][C:14]([F:17])([F:16])[CH2:13][N:12]1[C:18]([O:20][C:21]([CH3:24])([CH3:23])[CH3:22])=[O:19])=O, predict the reaction product. The product is: [C:21]([O:20][C:18]([N:12]1[CH2:13][C:14]([F:16])([F:17])[CH2:15][C@H:11]1[CH2:9][OH:8])=[O:19])([CH3:24])([CH3:23])[CH3:22]. (10) Given the reactants [OH:1]/[N:2]=[C:3](\[NH2:17])/[CH2:4][CH2:5][CH2:6][C:7]1[CH:16]=[CH:15][C:14]2[CH2:13][CH2:12][CH2:11][NH:10][C:9]=2[N:8]=1.[C:18]1([CH:24]2[CH2:30][CH2:29][C:28](=O)[O:27][C:25]2=[O:26])[CH:23]=[CH:22][CH:21]=[CH:20][CH:19]=1, predict the reaction product. The product is: [C:18]1([CH:24]([CH2:30][CH2:29][C:28]2[O:1][N:2]=[C:3]([CH2:4][CH2:5][CH2:6][C:7]3[CH:16]=[CH:15][C:14]4[CH2:13][CH2:12][CH2:11][NH:10][C:9]=4[N:8]=3)[N:17]=2)[C:25]([OH:27])=[O:26])[CH:23]=[CH:22][CH:21]=[CH:20][CH:19]=1.